Dataset: Reaction yield outcomes from USPTO patents with 853,638 reactions. Task: Predict the reaction yield, written as a fraction of the theoretical maximum amount of product (1.0 means a 100% yield; for example, 0.34 means a 34% yield). The reactants are [O:1]1[C:5]2[CH:6]=[CH:7][C:8]([C:10]3([C:13]([NH:15][C:16]4[CH:17]=[C:18]5[C:22](=[CH:23][CH:24]=4)[NH:21][C:20]([C:25](OCC)=[O:26])=[CH:19]5)=[O:14])[CH2:12][CH2:11]3)=[CH:9][C:4]=2[O:3][CH2:2]1.[Li+].[BH4-]. The catalyst is C1COCC1.O. The product is [O:1]1[C:5]2[CH:6]=[CH:7][C:8]([C:10]3([C:13]([NH:15][C:16]4[CH:17]=[C:18]5[C:22](=[CH:23][CH:24]=4)[NH:21][C:20]([CH2:25][OH:26])=[CH:19]5)=[O:14])[CH2:12][CH2:11]3)=[CH:9][C:4]=2[O:3][CH2:2]1. The yield is 0.730.